From a dataset of NCI-60 drug combinations with 297,098 pairs across 59 cell lines. Regression. Given two drug SMILES strings and cell line genomic features, predict the synergy score measuring deviation from expected non-interaction effect. (1) Drug 1: CN(C)C1=NC(=NC(=N1)N(C)C)N(C)C. Drug 2: C1CN(CCN1C(=O)CCBr)C(=O)CCBr. Cell line: SW-620. Synergy scores: CSS=11.6, Synergy_ZIP=-3.22, Synergy_Bliss=-2.27, Synergy_Loewe=-14.6, Synergy_HSA=-4.91. (2) Drug 1: C1=CC=C(C(=C1)C(C2=CC=C(C=C2)Cl)C(Cl)Cl)Cl. Drug 2: CC1C(C(CC(O1)OC2CC(CC3=C2C(=C4C(=C3O)C(=O)C5=CC=CC=C5C4=O)O)(C(=O)C)O)N)O. Cell line: SF-268. Synergy scores: CSS=47.3, Synergy_ZIP=-3.32, Synergy_Bliss=-3.16, Synergy_Loewe=-0.731, Synergy_HSA=0.328. (3) Drug 1: CC1=C2C(C(=O)C3(C(CC4C(C3C(C(C2(C)C)(CC1OC(=O)C(C(C5=CC=CC=C5)NC(=O)OC(C)(C)C)O)O)OC(=O)C6=CC=CC=C6)(CO4)OC(=O)C)OC)C)OC. Drug 2: CN(CC1=CN=C2C(=N1)C(=NC(=N2)N)N)C3=CC=C(C=C3)C(=O)NC(CCC(=O)O)C(=O)O. Cell line: CCRF-CEM. Synergy scores: CSS=43.0, Synergy_ZIP=-5.67, Synergy_Bliss=-10.6, Synergy_Loewe=-16.3, Synergy_HSA=-8.58. (4) Drug 1: COC1=CC(=CC(=C1O)OC)C2C3C(COC3=O)C(C4=CC5=C(C=C24)OCO5)OC6C(C(C7C(O6)COC(O7)C8=CC=CS8)O)O. Drug 2: CC(C)CN1C=NC2=C1C3=CC=CC=C3N=C2N. Cell line: HCT116. Synergy scores: CSS=47.6, Synergy_ZIP=-1.19, Synergy_Bliss=-1.78, Synergy_Loewe=-19.3, Synergy_HSA=-2.24. (5) Drug 1: CC(C1=C(C=CC(=C1Cl)F)Cl)OC2=C(N=CC(=C2)C3=CN(N=C3)C4CCNCC4)N. Drug 2: CC12CCC3C(C1CCC2=O)CC(=C)C4=CC(=O)C=CC34C. Cell line: BT-549. Synergy scores: CSS=38.4, Synergy_ZIP=1.06, Synergy_Bliss=2.00, Synergy_Loewe=-2.16, Synergy_HSA=-0.954. (6) Drug 1: C1=CC(=CC=C1CC(C(=O)O)N)N(CCCl)CCCl.Cl. Drug 2: C1C(C(OC1N2C=NC3=C2NC=NCC3O)CO)O. Cell line: A498. Synergy scores: CSS=-3.39, Synergy_ZIP=0.0744, Synergy_Bliss=-0.369, Synergy_Loewe=-5.96, Synergy_HSA=-4.21. (7) Drug 1: CNC(=O)C1=CC=CC=C1SC2=CC3=C(C=C2)C(=NN3)C=CC4=CC=CC=N4. Drug 2: CC12CCC3C(C1CCC2OP(=O)(O)O)CCC4=C3C=CC(=C4)OC(=O)N(CCCl)CCCl.[Na+]. Cell line: IGROV1. Synergy scores: CSS=-1.01, Synergy_ZIP=-2.59, Synergy_Bliss=-5.89, Synergy_Loewe=-6.59, Synergy_HSA=-6.06. (8) Drug 1: CC1=C2C(C(=O)C3(C(CC4C(C3C(C(C2(C)C)(CC1OC(=O)C(C(C5=CC=CC=C5)NC(=O)C6=CC=CC=C6)O)O)OC(=O)C7=CC=CC=C7)(CO4)OC(=O)C)O)C)OC(=O)C. Drug 2: CC12CCC3C(C1CCC2OP(=O)(O)O)CCC4=C3C=CC(=C4)OC(=O)N(CCCl)CCCl.[Na+]. Cell line: HCC-2998. Synergy scores: CSS=63.2, Synergy_ZIP=32.4, Synergy_Bliss=31.6, Synergy_Loewe=9.94, Synergy_HSA=27.8.